Dataset: Catalyst prediction with 721,799 reactions and 888 catalyst types from USPTO. Task: Predict which catalyst facilitates the given reaction. (1) Reactant: [CH3:1][O:2][C:3]([C:5]1[CH:6]=[N:7][C:8]([O:17][CH2:18][C:19]([F:22])([F:21])[F:20])=[C:9]([C:11]2[CH2:16][CH2:15][CH2:14][CH2:13][CH:12]=2)[CH:10]=1)=[O:4]. Product: [CH3:1][O:2][C:3]([C:5]1[CH:6]=[N:7][C:8]([O:17][CH2:18][C:19]([F:22])([F:20])[F:21])=[C:9]([CH:11]2[CH2:16][CH2:15][CH2:14][CH2:13][CH2:12]2)[CH:10]=1)=[O:4]. The catalyst class is: 63. (2) Reactant: [CH2:1]([N:8]1C(=O)[O:11][N:10]=[C:9]1[C:14]1[C:18]([NH:19][CH2:20][C:21]2[CH:26]=[CH:25][CH:24]=[CH:23][CH:22]=2)=[N:17][O:16][N:15]=1)[C:2]1[CH:7]=[CH:6][CH:5]=[CH:4][CH:3]=1.[OH-].[Na+]. Product: [CH2:1]([NH:8][C:9]([C:14]1[C:18]([NH:19][CH2:20][C:21]2[CH:26]=[CH:25][CH:24]=[CH:23][CH:22]=2)=[N:17][O:16][N:15]=1)=[N:10][OH:11])[C:2]1[CH:3]=[CH:4][CH:5]=[CH:6][CH:7]=1. The catalyst class is: 40. (3) Reactant: [CH3:1][O:2][C:3](=[O:15])[C:4]1[C:5](=[C:10](I)[CH:11]=[CH:12][CH:13]=1)[C:6]([O:8][CH3:9])=[O:7].[O:16]([C:23]1[CH:29]=[CH:28][CH:27]=[CH:26][C:24]=1[NH2:25])[C:17]1[CH:22]=[CH:21][CH:20]=[CH:19][CH:18]=1.C1C=CC(P(C2C(C3C(P(C4C=CC=CC=4)C4C=CC=CC=4)=CC=C4C=3C=CC=C4)=C3C(C=CC=C3)=CC=2)C2C=CC=CC=2)=CC=1.C(=O)([O-])[O-].[Cs+].[Cs+]. Product: [CH3:1][O:2][C:3](=[O:15])[C:4]1[C:5](=[C:10]([NH:25][C:24]2[CH:26]=[CH:27][CH:28]=[CH:29][C:23]=2[O:16][C:17]2[CH:18]=[CH:19][CH:20]=[CH:21][CH:22]=2)[CH:11]=[CH:12][CH:13]=1)[C:6]([O:8][CH3:9])=[O:7]. The catalyst class is: 835.